Dataset: Forward reaction prediction with 1.9M reactions from USPTO patents (1976-2016). Task: Predict the product of the given reaction. (1) Given the reactants O1CCCC1.[C:6]([C:8]1[C:9]([NH2:14])=[N:10][CH:11]=[CH:12][CH:13]=1)#[CH:7].[F:15][C:16]1[CH:33]=[CH:32][CH:31]=[CH:30][C:17]=1[O:18][C:19]1[N:24]=[CH:23][C:22]([CH2:25][C:26](Cl)=[N:27][OH:28])=[CH:21][CH:20]=1.C(N(CC)CC)C, predict the reaction product. The product is: [F:15][C:16]1[CH:33]=[CH:32][CH:31]=[CH:30][C:17]=1[O:18][C:19]1[N:24]=[CH:23][C:22]([CH2:25][C:26]2[CH:7]=[C:6]([C:8]3[C:9]([NH2:14])=[N:10][CH:11]=[CH:12][CH:13]=3)[O:28][N:27]=2)=[CH:21][CH:20]=1. (2) Given the reactants C[O:2][C:3]([C:5]1[C:6]([Cl:23])=[C:7]2[CH:12]=[CH:11][N:10]=[CH:9][N:8]2[C:13]=1[NH:14][C:15]1[CH:20]=[CH:19][C:18]([I:21])=[CH:17][C:16]=1[F:22])=[O:4].B(Br)(Br)Br, predict the reaction product. The product is: [Cl:23][C:6]1[C:5]([C:3]([OH:4])=[O:2])=[C:13]([NH:14][C:15]2[CH:20]=[CH:19][C:18]([I:21])=[CH:17][C:16]=2[F:22])[N:8]2[C:7]=1[CH:12]=[CH:11][N:10]=[CH:9]2. (3) Given the reactants [CH3:1][O:2][C:3]1[CH:11]=[CH:10][CH:9]=[C:8]2[C:4]=1[C:5]([CH:12]([C:18]1[CH:23]=[CH:22][N:21]=[CH:20][CH:19]=1)[CH2:13][C:14]([NH:16][CH3:17])=O)=[CH:6][NH:7]2.B, predict the reaction product. The product is: [CH3:1][O:2][C:3]1[CH:11]=[CH:10][CH:9]=[C:8]2[C:4]=1[C:5]([CH:12]([C:18]1[CH:23]=[CH:22][N:21]=[CH:20][CH:19]=1)[CH2:13][CH2:14][NH:16][CH3:17])=[CH:6][NH:7]2. (4) Given the reactants [Cl:1][C:2]1[CH:7]=[C:6]([CH3:8])[C:5]([NH2:9])=[C:4](I)[CH:3]=1.[Cl:11][C:12]1[CH:17]=[CH:16][CH:15]=[CH:14][C:13]=1[C:18]#[CH:19], predict the reaction product. The product is: [Cl:1][C:2]1[CH:7]=[C:6]([CH3:8])[C:5]([NH2:9])=[C:4]([C:19]#[C:18][C:13]2[CH:14]=[CH:15][CH:16]=[CH:17][C:12]=2[Cl:11])[CH:3]=1.